Predict the product of the given reaction. From a dataset of Forward reaction prediction with 1.9M reactions from USPTO patents (1976-2016). The product is: [CH2:18]([O:20][C:21]([C:23]1[CH:24]=[N:25][C:26]2[C:31]([C:32]=1[Cl:16])=[CH:30][N:29]=[C:28]([Cl:34])[CH:27]=2)=[O:22])[CH3:19]. Given the reactants C(OC(C1C=NC2C(C=1[Cl:16])=NC(F)=CC=2)=O)C.[CH2:18]([O:20][C:21]([C:23]1[CH:24]=[N:25][C:26]2[C:31]([C:32]=1O)=[CH:30][N:29]=[C:28]([Cl:34])[CH:27]=2)=[O:22])[CH3:19], predict the reaction product.